This data is from NCI-60 drug combinations with 297,098 pairs across 59 cell lines. The task is: Regression. Given two drug SMILES strings and cell line genomic features, predict the synergy score measuring deviation from expected non-interaction effect. (1) Drug 1: CNC(=O)C1=NC=CC(=C1)OC2=CC=C(C=C2)NC(=O)NC3=CC(=C(C=C3)Cl)C(F)(F)F. Drug 2: CCC1(C2=C(COC1=O)C(=O)N3CC4=CC5=C(C=CC(=C5CN(C)C)O)N=C4C3=C2)O.Cl. Cell line: SF-539. Synergy scores: CSS=33.3, Synergy_ZIP=-0.551, Synergy_Bliss=2.08, Synergy_Loewe=-45.8, Synergy_HSA=3.52. (2) Drug 1: CC12CCC3C(C1CCC2NC(=O)OCC(F)(F)F)CCC4C3(C=CC(=O)N4C)C. Drug 2: CC1=C(C(=CC=C1)Cl)NC(=O)C2=CN=C(S2)NC3=CC(=NC(=N3)C)N4CCN(CC4)CCO. Cell line: SW-620. Synergy scores: CSS=-3.04, Synergy_ZIP=3.23, Synergy_Bliss=-0.0632, Synergy_Loewe=2.02, Synergy_HSA=0.246. (3) Drug 1: COC1=CC(=CC(=C1O)OC)C2C3C(COC3=O)C(C4=CC5=C(C=C24)OCO5)OC6C(C(C7C(O6)COC(O7)C8=CC=CS8)O)O. Drug 2: CCN(CC)CCNC(=O)C1=C(NC(=C1C)C=C2C3=C(C=CC(=C3)F)NC2=O)C. Cell line: NCI-H522. Synergy scores: CSS=28.1, Synergy_ZIP=-8.89, Synergy_Bliss=0.272, Synergy_Loewe=-10.5, Synergy_HSA=-1.78. (4) Synergy scores: CSS=13.4, Synergy_ZIP=6.09, Synergy_Bliss=10.4, Synergy_Loewe=0.525, Synergy_HSA=0.951. Cell line: OVCAR3. Drug 2: C1CC(=O)NC(=O)C1N2C(=O)C3=CC=CC=C3C2=O. Drug 1: CC(CN1CC(=O)NC(=O)C1)N2CC(=O)NC(=O)C2. (5) Drug 1: CC12CCC(CC1=CCC3C2CCC4(C3CC=C4C5=CN=CC=C5)C)O. Cell line: NCI-H226. Drug 2: CC1=C2C(C(=O)C3(C(CC4C(C3C(C(C2(C)C)(CC1OC(=O)C(C(C5=CC=CC=C5)NC(=O)OC(C)(C)C)O)O)OC(=O)C6=CC=CC=C6)(CO4)OC(=O)C)O)C)O. Synergy scores: CSS=33.9, Synergy_ZIP=4.01, Synergy_Bliss=2.47, Synergy_Loewe=-11.9, Synergy_HSA=1.97. (6) Drug 1: CC(C1=C(C=CC(=C1Cl)F)Cl)OC2=C(N=CC(=C2)C3=CN(N=C3)C4CCNCC4)N. Drug 2: C1CC(C1)(C(=O)O)C(=O)O.[NH2-].[NH2-].[Pt+2]. Cell line: A549. Synergy scores: CSS=30.4, Synergy_ZIP=-10.8, Synergy_Bliss=-0.495, Synergy_Loewe=-4.72, Synergy_HSA=1.25. (7) Drug 1: C1CC(C1)(C(=O)O)C(=O)O.[NH2-].[NH2-].[Pt+2]. Drug 2: C1CN(CCN1C(=O)CCBr)C(=O)CCBr. Cell line: CCRF-CEM. Synergy scores: CSS=72.7, Synergy_ZIP=0.292, Synergy_Bliss=2.12, Synergy_Loewe=-0.486, Synergy_HSA=4.81.